From a dataset of M1 muscarinic receptor agonist screen with 61,833 compounds. Binary Classification. Given a drug SMILES string, predict its activity (active/inactive) in a high-throughput screening assay against a specified biological target. (1) The result is 0 (inactive). The molecule is O=C(CN1CCN(CC1)C(=O)c1occc1)c1c2c([nH]c1)ccc(OC)c2. (2) The drug is O1CCN(CC1)c1[nH]c(=O)c(cn1)C(OCC)=O. The result is 0 (inactive). (3) The molecule is O=C(N1CCN(CC1)C(=O)COc1ccc(cc1)C)CCC1CCCC1. The result is 0 (inactive).